Dataset: Full USPTO retrosynthesis dataset with 1.9M reactions from patents (1976-2016). Task: Predict the reactants needed to synthesize the given product. (1) Given the product [CH3:24][S:23][C:20]1[N:21]=[CH:22][C:11]2[C:10](=[O:25])[N:9]([C:5]3[CH:6]=[CH:7][CH:8]=[C:3]([C:1]4[N:28]=[N:29][NH:30][N:2]=4)[CH:4]=3)[CH2:18][C@H:17]3[N:13]([CH2:14][CH2:15][CH2:16]3)[C:12]=2[N:19]=1, predict the reactants needed to synthesize it. The reactants are: [C:1]([C:3]1[CH:4]=[C:5]([N:9]2[CH2:18][C@H:17]3[N:13]([CH2:14][CH2:15][CH2:16]3)[C:12]3[N:19]=[C:20]([S:23][CH3:24])[N:21]=[CH:22][C:11]=3[C:10]2=[O:25])[CH:6]=[CH:7][CH:8]=1)#[N:2].[Cl-].[NH4+].[N-:28]=[N+:29]=[N-:30].[Na+]. (2) Given the product [C:14]([NH:13][C:11]([C:10]1[C:4]2[C:5](=[N:6][CH:7]=[C:2]([NH:29][C:28]3[CH:30]=[CH:31][C:32]([CH3:34])=[CH:33][C:27]=3[CH3:26])[N:3]=2)[N:8]([CH2:18][O:19][CH2:20][CH2:21][Si:22]([CH3:25])([CH3:24])[CH3:23])[CH:9]=1)=[O:12])([CH3:17])([CH3:16])[CH3:15], predict the reactants needed to synthesize it. The reactants are: Br[C:2]1[N:3]=[C:4]2[C:10]([C:11]([NH:13][C:14]([CH3:17])([CH3:16])[CH3:15])=[O:12])=[CH:9][N:8]([CH2:18][O:19][CH2:20][CH2:21][Si:22]([CH3:25])([CH3:24])[CH3:23])[C:5]2=[N:6][CH:7]=1.[CH3:26][C:27]1[CH:33]=[C:32]([CH3:34])[CH:31]=[CH:30][C:28]=1[NH2:29].C1C=CC(P(C2C(C3C(P(C4C=CC=CC=4)C4C=CC=CC=4)=CC=C4C=3C=CC=C4)=C3C(C=CC=C3)=CC=2)C2C=CC=CC=2)=CC=1. (3) Given the product [CH:1]1([C:4]2[CH:25]=[CH:24][C:7]([O:8][CH:9]3[CH2:13][CH2:12][N:11]([C:14]4[CH:19]=[CH:18][C:17]([O:20][CH2:33][CH2:34][OH:35])=[C:16]([O:21][CH3:22])[CH:15]=4)[C:10]3=[O:23])=[CH:6][CH:5]=2)[CH2:2][CH2:3]1, predict the reactants needed to synthesize it. The reactants are: [CH:1]1([C:4]2[CH:25]=[CH:24][C:7]([O:8][CH:9]3[CH2:13][CH2:12][N:11]([C:14]4[CH:19]=[CH:18][C:17]([OH:20])=[C:16]([O:21][CH3:22])[CH:15]=4)[C:10]3=[O:23])=[CH:6][CH:5]=2)[CH2:3][CH2:2]1.C(=O)([O-])[O-].[K+].[K+].Br[CH2:33][CH2:34][OH:35]. (4) Given the product [CH3:35][O:34][CH2:33][CH2:32][C:31]1[N:36]=[C:26]([CH:11]2[CH2:12][CH:13]([C:15]3[CH:20]=[CH:19][C:18]([O:21][C:22]([F:25])([F:23])[F:24])=[CH:17][CH:16]=3)[CH2:14][N:9]([C:7]([N:1]3[CH2:6][CH2:5][O:4][CH2:3][CH2:2]3)=[O:8])[CH2:10]2)[O:28][N:30]=1, predict the reactants needed to synthesize it. The reactants are: [N:1]1([C:7]([N:9]2[CH2:14][CH:13]([C:15]3[CH:20]=[CH:19][C:18]([O:21][C:22]([F:25])([F:24])[F:23])=[CH:17][CH:16]=3)[CH2:12][CH:11]([C:26]([OH:28])=O)[CH2:10]2)=[O:8])[CH2:6][CH2:5][O:4][CH2:3][CH2:2]1.O[NH:30][C:31](=[NH:36])[CH2:32][CH2:33][O:34][CH3:35]. (5) Given the product [CH:23]([C@H:22]([CH:26]1[C:27](=[O:35])[O:28][C:29]([CH3:33])([CH3:34])[O:30][C:31]1=[O:32])[C:21]#[C:20][C:14]1[CH:19]=[CH:18][CH:17]=[CH:16][CH:15]=1)([CH3:25])[CH3:24], predict the reactants needed to synthesize it. The reactants are: O=C1O[C@H]([C@H](CO)O)C([O-])=C1O.[Na+].[C:14]1([C:20]#[CH:21])[CH:19]=[CH:18][CH:17]=[CH:16][CH:15]=1.[CH:22](=[C:26]1[C:31](=[O:32])[O:30][C:29]([CH3:34])([CH3:33])[O:28][C:27]1=[O:35])[CH:23]([CH3:25])[CH3:24]. (6) Given the product [C:1]([O:5][C:6]([N:8]1[CH2:9][CH2:10][CH:11]([C:14](=[O:19])[C:25]2[CH:26]=[CH:27][C:22]([O:21][CH3:20])=[C:23]([CH3:30])[CH:24]=2)[CH2:12][CH2:13]1)=[O:7])([CH3:2])([CH3:3])[CH3:4], predict the reactants needed to synthesize it. The reactants are: [C:1]([O:5][C:6]([N:8]1[CH2:13][CH2:12][CH:11]([C:14](=[O:19])N(OC)C)[CH2:10][CH2:9]1)=[O:7])([CH3:4])([CH3:3])[CH3:2].[CH3:20][O:21][C:22]1[CH:27]=[CH:26][C:25]([Mg]Br)=[CH:24][C:23]=1[CH3:30]. (7) Given the product [CH2:1]([N:3]1[C:7]([CH:8]([OH:9])[CH2:26][CH:27]([CH3:29])[CH3:28])=[CH:6][C:5]([C:10]2[CH:11]=[CH:12][C:13]([O:16][C:17]([F:18])([F:20])[F:19])=[CH:14][CH:15]=2)=[N:4]1)[CH3:2], predict the reactants needed to synthesize it. The reactants are: [CH2:1]([N:3]1[C:7]([CH:8]=[O:9])=[CH:6][C:5]([C:10]2[CH:15]=[CH:14][C:13]([O:16][C:17]([F:20])([F:19])[F:18])=[CH:12][CH:11]=2)=[N:4]1)[CH3:2].O1CCCC1.[CH2:26]([Mg]Br)[CH:27]([CH3:29])[CH3:28].